Dataset: hERG Central: cardiac toxicity at 1µM, 10µM, and general inhibition. Task: Predict hERG channel inhibition at various concentrations. (1) Results: hERG_inhib (hERG inhibition (general)): blocker. The molecule is CCCCCCn1c(CN2CCN(C(=O)c3ccco3)CC2)nc2c1c(=O)n(C)c(=O)n2C. (2) The molecule is CC(=NCCCn1ccnc1)C1=C(O)c2ccccc2C1=O. Results: hERG_inhib (hERG inhibition (general)): blocker. (3) The compound is CC(CCc1ccc(O)cc1)N(C)CCc1ccccc1. Results: hERG_inhib (hERG inhibition (general)): blocker. (4) The compound is CCN1CCN(c2ncnc3c2c(-c2ccccc2)cn3-c2ccc(F)cc2)CC1. Results: hERG_inhib (hERG inhibition (general)): blocker.